Task: Predict the product of the given reaction.. Dataset: Forward reaction prediction with 1.9M reactions from USPTO patents (1976-2016) (1) Given the reactants Br[CH2:2][C:3]1[CH:4]=[C:5]([CH:8]=[C:9]([Cl:11])[CH:10]=1)[C:6]#[N:7].Cl.[C:13]([O:17][C:18](=[O:22])[CH2:19][NH:20][CH3:21])([CH3:16])([CH3:15])[CH3:14], predict the reaction product. The product is: [Cl:11][C:9]1[CH:10]=[C:3]([CH:4]=[C:5]([C:6]#[N:7])[CH:8]=1)[CH2:2][N:20]([CH3:21])[CH2:19][C:18]([O:17][C:13]([CH3:16])([CH3:15])[CH3:14])=[O:22]. (2) Given the reactants [CH2:1]([N:8]1[C@@H:13]([C@H:14]([OH:16])[CH3:15])[CH2:12][O:11][CH:10]([CH3:17])[C:9]1=O)[C:2]1[CH:7]=[CH:6][CH:5]=[CH:4][CH:3]=1.CO, predict the reaction product. The product is: [CH2:1]([N:8]1[CH2:9][CH:10]([CH3:17])[O:11][CH2:12][C@@H:13]1[C@H:14]([OH:16])[CH3:15])[C:2]1[CH:3]=[CH:4][CH:5]=[CH:6][CH:7]=1.